Dataset: NCI-60 drug combinations with 297,098 pairs across 59 cell lines. Task: Regression. Given two drug SMILES strings and cell line genomic features, predict the synergy score measuring deviation from expected non-interaction effect. (1) Drug 1: CC(C1=C(C=CC(=C1Cl)F)Cl)OC2=C(N=CC(=C2)C3=CN(N=C3)C4CCNCC4)N. Drug 2: C1=CC(=CC=C1CCCC(=O)O)N(CCCl)CCCl. Cell line: OVCAR-4. Synergy scores: CSS=-5.63, Synergy_ZIP=0.395, Synergy_Bliss=-5.97, Synergy_Loewe=-7.13, Synergy_HSA=-7.48. (2) Drug 1: C1CCN(CC1)CCOC2=CC=C(C=C2)C(=O)C3=C(SC4=C3C=CC(=C4)O)C5=CC=C(C=C5)O. Drug 2: CC1=C2C(C(=O)C3(C(CC4C(C3C(C(C2(C)C)(CC1OC(=O)C(C(C5=CC=CC=C5)NC(=O)OC(C)(C)C)O)O)OC(=O)C6=CC=CC=C6)(CO4)OC(=O)C)OC)C)OC. Cell line: NCI-H522. Synergy scores: CSS=43.9, Synergy_ZIP=15.7, Synergy_Bliss=13.4, Synergy_Loewe=-17.7, Synergy_HSA=13.4. (3) Drug 1: C1=NC2=C(N1)C(=S)N=C(N2)N. Drug 2: CCCS(=O)(=O)NC1=C(C(=C(C=C1)F)C(=O)C2=CNC3=C2C=C(C=N3)C4=CC=C(C=C4)Cl)F. Cell line: U251. Synergy scores: CSS=27.1, Synergy_ZIP=-7.82, Synergy_Bliss=-0.0950, Synergy_Loewe=-11.5, Synergy_HSA=0.433. (4) Drug 1: C#CCC(CC1=CN=C2C(=N1)C(=NC(=N2)N)N)C3=CC=C(C=C3)C(=O)NC(CCC(=O)O)C(=O)O. Drug 2: B(C(CC(C)C)NC(=O)C(CC1=CC=CC=C1)NC(=O)C2=NC=CN=C2)(O)O. Cell line: HCT-15. Synergy scores: CSS=36.2, Synergy_ZIP=-0.300, Synergy_Bliss=-1.02, Synergy_Loewe=-5.21, Synergy_HSA=-4.78. (5) Drug 1: C1=CC(=CC=C1CCC2=CNC3=C2C(=O)NC(=N3)N)C(=O)NC(CCC(=O)O)C(=O)O. Drug 2: CC1=CC2C(CCC3(C2CCC3(C(=O)C)OC(=O)C)C)C4(C1=CC(=O)CC4)C. Cell line: BT-549. Synergy scores: CSS=11.4, Synergy_ZIP=-2.64, Synergy_Bliss=2.40, Synergy_Loewe=-9.30, Synergy_HSA=0.317. (6) Drug 1: COC1=C(C=C2C(=C1)N=CN=C2NC3=CC(=C(C=C3)F)Cl)OCCCN4CCOCC4. Drug 2: CC1CCC2CC(C(=CC=CC=CC(CC(C(=O)C(C(C(=CC(C(=O)CC(OC(=O)C3CCCCN3C(=O)C(=O)C1(O2)O)C(C)CC4CCC(C(C4)OC)O)C)C)O)OC)C)C)C)OC. Cell line: NCI-H322M. Synergy scores: CSS=49.2, Synergy_ZIP=-0.676, Synergy_Bliss=-1.06, Synergy_Loewe=3.05, Synergy_HSA=4.14. (7) Drug 1: CC1=C(C=C(C=C1)NC(=O)C2=CC=C(C=C2)CN3CCN(CC3)C)NC4=NC=CC(=N4)C5=CN=CC=C5. Drug 2: C(CC(=O)O)C(=O)CN.Cl. Cell line: BT-549. Synergy scores: CSS=0.483, Synergy_ZIP=0.331, Synergy_Bliss=2.18, Synergy_Loewe=-2.04, Synergy_HSA=-1.30.